Regression. Given two drug SMILES strings and cell line genomic features, predict the synergy score measuring deviation from expected non-interaction effect. From a dataset of Merck oncology drug combination screen with 23,052 pairs across 39 cell lines. (1) Drug 1: CN1C(=O)C=CC2(C)C3CCC4(C)C(NC(=O)OCC(F)(F)F)CCC4C3CCC12. Drug 2: O=C(O)C1(Cc2cccc(Nc3nccs3)n2)CCC(Oc2cccc(Cl)c2F)CC1. Cell line: NCIH2122. Synergy scores: synergy=7.02. (2) Drug 1: CCC1(O)CC2CN(CCc3c([nH]c4ccccc34)C(C(=O)OC)(c3cc4c(cc3OC)N(C)C3C(O)(C(=O)OC)C(OC(C)=O)C5(CC)C=CCN6CCC43C65)C2)C1. Drug 2: CCN(CC)CCNC(=O)c1c(C)[nH]c(C=C2C(=O)Nc3ccc(F)cc32)c1C. Cell line: SW837. Synergy scores: synergy=-8.05. (3) Cell line: SW620. Drug 1: CS(=O)(=O)CCNCc1ccc(-c2ccc3ncnc(Nc4ccc(OCc5cccc(F)c5)c(Cl)c4)c3c2)o1. Drug 2: NC1(c2ccc(-c3nc4ccn5c(=O)[nH]nc5c4cc3-c3ccccc3)cc2)CCC1. Synergy scores: synergy=0.433. (4) Drug 1: O=P1(N(CCCl)CCCl)NCCCO1. Drug 2: O=C(NOCC(O)CO)c1ccc(F)c(F)c1Nc1ccc(I)cc1F. Cell line: NCIH2122. Synergy scores: synergy=4.44. (5) Drug 1: C#Cc1cccc(Nc2ncnc3cc(OCCOC)c(OCCOC)cc23)c1. Drug 2: NC1CCCCC1N.O=C(O)C(=O)O.[Pt+2]. Cell line: SW620. Synergy scores: synergy=-33.8. (6) Drug 1: N#Cc1ccc(Cn2cncc2CN2CCN(c3cccc(Cl)c3)C(=O)C2)cc1. Drug 2: CCN(CC)CCNC(=O)c1c(C)[nH]c(C=C2C(=O)Nc3ccc(F)cc32)c1C. Cell line: COLO320DM. Synergy scores: synergy=13.1. (7) Cell line: T47D. Synergy scores: synergy=42.4. Drug 2: CS(=O)(=O)CCNCc1ccc(-c2ccc3ncnc(Nc4ccc(OCc5cccc(F)c5)c(Cl)c4)c3c2)o1. Drug 1: COc1cccc2c1C(=O)c1c(O)c3c(c(O)c1C2=O)CC(O)(C(=O)CO)CC3OC1CC(N)C(O)C(C)O1.